Dataset: Forward reaction prediction with 1.9M reactions from USPTO patents (1976-2016). Task: Predict the product of the given reaction. (1) Given the reactants [Cl:1][C:2]1[N:6]([CH3:7])[N:5]=[CH:4][C:3]=1[CH:8]=O.[CH3:10][C:11]([S@:14]([NH2:16])=[O:15])([CH3:13])[CH3:12], predict the reaction product. The product is: [Cl:1][C:2]1[N:6]([CH3:7])[N:5]=[CH:4][C:3]=1/[CH:8]=[N:16]/[S@@:14]([C:11]([CH3:13])([CH3:12])[CH3:10])=[O:15]. (2) Given the reactants [NH2:1][C:2]1[S:3][C:4]2[C:10]([N:11]3[CH2:16][CH2:15][O:14][CH2:13][CH2:12]3)=[CH:9][CH:8]=[C:7]([O:17][CH3:18])[C:5]=2[N:6]=1.C(N(C(C)C)C(C)C)C.[O:28]1[CH2:33][CH2:32][CH:31]([C:34](Cl)=[O:35])[CH2:30][CH2:29]1, predict the reaction product. The product is: [CH3:18][O:17][C:7]1[C:5]2[N:6]=[C:2]([NH:1][C:34]([CH:31]3[CH2:32][CH2:33][O:28][CH2:29][CH2:30]3)=[O:35])[S:3][C:4]=2[C:10]([N:11]2[CH2:16][CH2:15][O:14][CH2:13][CH2:12]2)=[CH:9][CH:8]=1. (3) Given the reactants [Br:1][C:2]1[CH:3]=[CH:4][C:5]([CH3:11])=[C:6]([CH:10]=1)[C:7]([OH:9])=[O:8].[Si](C=[N+]=[N-])(C)(C)[CH3:13], predict the reaction product. The product is: [CH3:13][O:8][C:7](=[O:9])[C:6]1[CH:10]=[C:2]([Br:1])[CH:3]=[CH:4][C:5]=1[CH3:11]. (4) Given the reactants [Cl:1][C:2]1[C:11]2[N:10]=[C:9]([CH3:12])[C:8]([O:13][C:14]3[CH:19]=[CH:18][C:17]([Cl:20])=[CH:16][CH:15]=3)=[C:7]([CH3:21])[C:6]=2[C:5]([OH:22])=[CH:4][CH:3]=1.C1C=CC(N([S:30]([C:33]([F:36])([F:35])[F:34])(=[O:32])=[O:31])[S:30]([C:33]([F:36])([F:35])[F:34])(=[O:32])=[O:31])=CC=1.C(=O)([O-])[O-].[K+].[K+].O1CCCC1, predict the reaction product. The product is: [Cl:1][C:2]1[CH:3]=[CH:4][C:5]([O:22][S:30]([C:33]([F:36])([F:35])[F:34])(=[O:32])=[O:31])=[C:6]2[C:11]=1[N:10]=[C:9]([CH3:12])[C:8]([O:13][C:14]1[CH:19]=[CH:18][C:17]([Cl:20])=[CH:16][CH:15]=1)=[C:7]2[CH3:21].